The task is: Predict which catalyst facilitates the given reaction.. This data is from Catalyst prediction with 721,799 reactions and 888 catalyst types from USPTO. (1) Reactant: [F:1][C:2]([F:30])([F:29])[O:3][C:4]1[CH:9]=[CH:8][C:7]([N:10]2[CH2:15][CH2:14][CH:13]([N:16]3[CH2:21][CH2:20][N:19](C(OC(C)(C)C)=O)[CH2:18][CH2:17]3)[CH2:12][CH2:11]2)=[CH:6][CH:5]=1. Product: [F:30][C:2]([F:1])([F:29])[O:3][C:4]1[CH:9]=[CH:8][C:7]([N:10]2[CH2:15][CH2:14][CH:13]([N:16]3[CH2:21][CH2:20][NH:19][CH2:18][CH2:17]3)[CH2:12][CH2:11]2)=[CH:6][CH:5]=1. The catalyst class is: 557. (2) Reactant: [F:1][C:2]1[CH:3]=[CH:4][C:5]2[N:9]=[C:8]([C@@H:10]([NH2:12])[CH3:11])[N:7]([C:13]3[N:14]([CH3:18])[N:15]=[CH:16][CH:17]=3)[C:6]=2[CH:19]=1.[NH2:20][C:21]1[C:26]([C:27]#[N:28])=[C:25](Cl)[N:24]=[CH:23][N:22]=1.CCN(C(C)C)C(C)C. Product: [NH2:20][C:21]1[C:26]([C:27]#[N:28])=[C:25]([NH:12][C@H:10]([C:8]2[N:7]([C:13]3[N:14]([CH3:18])[N:15]=[CH:16][CH:17]=3)[C:6]3[CH:19]=[C:2]([F:1])[CH:3]=[CH:4][C:5]=3[N:9]=2)[CH3:11])[N:24]=[CH:23][N:22]=1. The catalyst class is: 41.